From a dataset of NCI-60 drug combinations with 297,098 pairs across 59 cell lines. Regression. Given two drug SMILES strings and cell line genomic features, predict the synergy score measuring deviation from expected non-interaction effect. (1) Drug 1: COC1=C(C=C2C(=C1)N=CN=C2NC3=CC(=C(C=C3)F)Cl)OCCCN4CCOCC4. Drug 2: CS(=O)(=O)CCNCC1=CC=C(O1)C2=CC3=C(C=C2)N=CN=C3NC4=CC(=C(C=C4)OCC5=CC(=CC=C5)F)Cl. Cell line: HCT116. Synergy scores: CSS=6.78, Synergy_ZIP=-1.66, Synergy_Bliss=1.43, Synergy_Loewe=-3.98, Synergy_HSA=0.973. (2) Drug 2: CC1=C2C(C(=O)C3(C(CC4C(C3C(C(C2(C)C)(CC1OC(=O)C(C(C5=CC=CC=C5)NC(=O)OC(C)(C)C)O)O)OC(=O)C6=CC=CC=C6)(CO4)OC(=O)C)O)C)O. Cell line: NCI-H322M. Synergy scores: CSS=58.5, Synergy_ZIP=8.92, Synergy_Bliss=9.16, Synergy_Loewe=13.6, Synergy_HSA=14.7. Drug 1: COC1=C(C=C2C(=C1)N=CN=C2NC3=CC(=C(C=C3)F)Cl)OCCCN4CCOCC4.